This data is from Forward reaction prediction with 1.9M reactions from USPTO patents (1976-2016). The task is: Predict the product of the given reaction. (1) Given the reactants [C:1]([Cl:4])(=[O:3])[CH3:2].[NH2:5][CH2:6][C:7]([N:9]1[CH2:13][CH2:12][CH2:11][CH:10]1[C:14]([NH:16][CH:17]([CH3:21])[C:18](O)=[O:19])=[O:15])=[O:8], predict the reaction product. The product is: [ClH:4].[CH2:1]([O:3][C:18](=[O:19])[CH:17]([NH:16][C:14]([CH:10]1[CH2:11][CH2:12][CH2:13][N:9]1[C:7](=[O:8])[CH2:6][NH2:5])=[O:15])[CH3:21])[CH3:2]. (2) Given the reactants [Br:1][C:2]1[CH:3]=[C:4]2[C:20](=[CH:21][CH:22]=1)[O:19][C:7]1[C:8]([F:18])=[N:9][C:10]([O:12][CH2:13][C:14]([CH3:17])([CH3:16])[CH3:15])=[CH:11][C:6]=1[C:5]2=[CH2:23].O.II.C([O-])([O-])=[O:28].[K+].[K+], predict the reaction product. The product is: [Br:1][C:2]1[CH:3]=[C:4]2[C:5]3([CH2:23][O:28]3)[C:6]3[CH:11]=[C:10]([O:12][CH2:13][C:14]([CH3:17])([CH3:16])[CH3:15])[N:9]=[C:8]([F:18])[C:7]=3[O:19][C:20]2=[CH:21][CH:22]=1. (3) The product is: [P:1]([O-:5])([O-:4])([O-:3])=[O:2].[Mg+2:7].[P:1]([O-:5])([O-:4])([O-:3])=[O:2].[Mg+2:7].[Mg+2:7]. Given the reactants [P:1](=[O:5])([OH:4])([OH:3])[OH:2].[OH-].[Mg+2:7].[OH-].OC(CCCCCCCCC)=O.OCC(CO)O.OCC(CO)O, predict the reaction product. (4) Given the reactants [Cl:1][C:2]1[CH:7]=[CH:6][N:5]=[C:4]([C:8]([NH:10][C:11]2[C:12]([C:22]([O:24]C)=[O:23])=[N:13][N:14]([CH:16]3[CH2:21][CH2:20][CH2:19][CH2:18][O:17]3)[CH:15]=2)=[O:9])[CH:3]=1.O1CCCC1.[OH-].[Na+].Cl, predict the reaction product. The product is: [Cl:1][C:2]1[CH:7]=[CH:6][N:5]=[C:4]([C:8]([NH:10][C:11]2[C:12]([C:22]([OH:24])=[O:23])=[N:13][N:14]([CH:16]3[CH2:21][CH2:20][CH2:19][CH2:18][O:17]3)[CH:15]=2)=[O:9])[CH:3]=1. (5) Given the reactants [CH3:1][O:2][C:3]1[N:8]=[CH:7][C:6]([NH:9][CH:10]=[C:11]2[C:16](=[O:17])OC(C)(C)OC2=O)=[CH:5][CH:4]=1.C1(OC2C=CC=CC=2)C=CC=CC=1, predict the reaction product. The product is: [OH:17][C:16]1[C:7]2[C:6](=[CH:5][CH:4]=[C:3]([O:2][CH3:1])[N:8]=2)[N:9]=[CH:10][CH:11]=1.